From a dataset of Forward reaction prediction with 1.9M reactions from USPTO patents (1976-2016). Predict the product of the given reaction. Given the reactants [Cl:1][C:2]1[CH:10]=[CH:9][C:5]([C:6]([OH:8])=[O:7])=[CH:4][C:3]=1[N+:11]([O-:13])=[O:12].S(Cl)([Cl:16])=[O:15].[CH2:18]([N:20](CC)CC)[CH3:19], predict the reaction product. The product is: [Cl:1][C:2]1[CH:10]=[CH:9][C:5]([C:6]([Cl:16])=[O:7])=[CH:4][C:3]=1[N+:11]([O-:13])=[O:12].[NH2:20][CH2:18][C:19]([O:8][CH2:6][C:5]1[CH:4]=[CH:3][CH:2]=[CH:10][CH:9]=1)=[O:15].